Dataset: Reaction yield outcomes from USPTO patents with 853,638 reactions. Task: Predict the reaction yield, written as a fraction of the theoretical maximum amount of product (1.0 means a 100% yield; for example, 0.34 means a 34% yield). (1) The reactants are [CH3:1][C:2]([CH3:7])([CH2:5][OH:6])[CH2:3][OH:4].N1C=CN=C1.[C:13]([Si:17]([CH3:20])([CH3:19])Cl)([CH3:16])([CH3:15])[CH3:14].O. The catalyst is ClCCl. The product is [C:13]([Si:17]([CH3:20])([CH3:19])[O:4][CH2:3][C:2]([CH3:7])([CH3:1])[CH2:5][OH:6])([CH3:16])([CH3:15])[CH3:14]. The yield is 0.970. (2) The reactants are [C:1]([O:5][C:6]([N:8]1[C:16]2[CH:15]=[C:14](Cl)[N:13]=[CH:12][C:11]=2[C:10]([CH3:19])([CH3:18])[CH2:9]1)=[O:7])([CH3:4])([CH3:3])[CH3:2].[CH3:20][NH:21][C:22]1[CH:27]=[CH:26][CH:25]=[CH:24][CH:23]=1.CC(OC1C=CC=C(OC(C)C)C=1C1C(P(C2CCCCC2)C2CCCCC2)=CC=CC=1)C.ClC1C(P(C2CCCCC2)C2CCCCC2)=C(C2C(OC(C)C)=CC=CC=2OC(C)C)C=CC=1.COC(C)(C)C.CC([O-])(C)C.[Na+]. The catalyst is C1(C)C=CC=CC=1. The product is [C:1]([O:5][C:6]([N:8]1[C:16]2[CH:15]=[C:14]([N:21]([CH3:20])[C:22]3[CH:27]=[CH:26][CH:25]=[CH:24][CH:23]=3)[N:13]=[CH:12][C:11]=2[C:10]([CH3:19])([CH3:18])[CH2:9]1)=[O:7])([CH3:4])([CH3:3])[CH3:2]. The yield is 0.560. (3) The reactants are [CH2:1]([NH:8][C:9](=[O:40])[C:10]1[CH:15]=[CH:14][C:13]([C:16]2[C:21]([NH:22]C(=O)C(C)(C)C)=[N:20][CH:19]=[C:18]([C@@H:29]3[CH2:34][CH2:33][CH2:32][C@@H:31]([S:35]([CH3:38])(=[O:37])=[O:36])[CH2:30]3)[N:17]=2)=[CH:12][C:11]=1[F:39])[C:2]1[CH:7]=[CH:6][CH:5]=[CH:4][CH:3]=1.C(=O)([O-])[O-].[K+].[K+]. The catalyst is CO. The product is [NH2:22][C:21]1[C:16]([C:13]2[CH:14]=[CH:15][C:10]([C:9]([NH:8][CH2:1][C:2]3[CH:3]=[CH:4][CH:5]=[CH:6][CH:7]=3)=[O:40])=[C:11]([F:39])[CH:12]=2)=[N:17][C:18]([C@@H:29]2[CH2:34][CH2:33][CH2:32][C@@H:31]([S:35]([CH3:38])(=[O:36])=[O:37])[CH2:30]2)=[CH:19][N:20]=1. The yield is 0.201. (4) The product is [N:16]1[CH:11]=[CH:20][CH:13]=[C:14]([C:2]2[N:7]=[CH:6][N:5]=[C:4]([NH2:8])[CH:3]=2)[CH:15]=1. The reactants are Cl[C:2]1[N:7]=[CH:6][N:5]=[C:4]([NH2:8])[CH:3]=1.CO[C:11]1[N:16]=[CH:15][C:14](B(O)O)=[CH:13]N=1.[C:20]([O-])([O-])=O.[Na+].[Na+]. The catalyst is COCCOC.CCO.O.Cl[Pd](Cl)([P](C1C=CC=CC=1)(C1C=CC=CC=1)C1C=CC=CC=1)[P](C1C=CC=CC=1)(C1C=CC=CC=1)C1C=CC=CC=1. The yield is 0.510.